From a dataset of Reaction yield outcomes from USPTO patents with 853,638 reactions. Predict the reaction yield, written as a fraction of the theoretical maximum amount of product (1.0 means a 100% yield; for example, 0.34 means a 34% yield). (1) The reactants are [CH3:1][O:2][C:3]([C@@H:5]1[CH2:11][CH2:10][C@@H:9]2[CH2:12][C@H:6]1[C:7](=[O:13])[O:8]2)=[O:4].[CH2:14](O)[C:15]1[CH:20]=[CH:19][CH:18]=[CH:17][CH:16]=1.C([O-])([O-])=[O:23].[K+].[K+].O. The catalyst is CN(C=O)C. The product is [CH3:1][O:2][C:3]([C@@H:5]1[CH2:11][CH2:10][C@@H:9]([OH:8])[CH2:12][C@H:6]1[C:7]([O:13][CH2:14][C:15]1[CH:20]=[CH:19][CH:18]=[CH:17][CH:16]=1)=[O:23])=[O:4]. The yield is 0.700. (2) The reactants are [CH2:1]([O:8][C:9]1[CH:16]=[CH:15][C:12]([CH:13]=O)=[CH:11][C:10]=1[O:17][CH3:18])[C:2]1[CH:7]=[CH:6][CH:5]=[CH:4][CH:3]=1.C([O-])(=O)C.[Na+].Cl.[NH2:25]O.[OH-].[Na+]. The catalyst is C(O)(=O)C. The product is [CH2:1]([O:8][C:9]1[CH:16]=[CH:15][C:12]([C:13]#[N:25])=[CH:11][C:10]=1[O:17][CH3:18])[C:2]1[CH:7]=[CH:6][CH:5]=[CH:4][CH:3]=1. The yield is 0.800. (3) The reactants are [Cl:1][CH2:2][C@H:3]([OH:19])[CH2:4][NH:5][C:6]1[CH:11]=[CH:10][C:9]([N:12]2[CH2:17][CH2:16][O:15][CH2:14][C:13]2=[O:18])=[CH:8][CH:7]=1.[NH3:20].C. No catalyst specified. The product is [ClH:1].[NH2:20][CH2:2][C@@H:3]([OH:19])[CH2:4][NH:5][C:6]1[CH:11]=[CH:10][C:9]([N:12]2[CH2:17][CH2:16][O:15][CH2:14][C:13]2=[O:18])=[CH:8][CH:7]=1. The yield is 0.754. (4) The reactants are [C:1]([O:7][C:8]1[CH:9]=[C:10]2[C:14](=[C:15]([O:17][C:18]3[CH:23]=[CH:22][C:21]([S:24]([CH3:27])(=[O:26])=[O:25])=[CH:20][CH:19]=3)[CH:16]=1)[NH:13][N:12]=[C:11]2[Br:28])(=[O:6])[C:2]([CH3:5])([CH3:4])[CH3:3].[H-].[Na+].[CH3:31][O:32][CH2:33]Cl. The catalyst is CN(C=O)C. The product is [C:1]([O:7][C:8]1[CH:9]=[C:10]2[C:14](=[C:15]([O:17][C:18]3[CH:23]=[CH:22][C:21]([S:24]([CH3:27])(=[O:25])=[O:26])=[CH:20][CH:19]=3)[CH:16]=1)[N:13]([CH2:31][O:32][CH3:33])[N:12]=[C:11]2[Br:28])(=[O:6])[C:2]([CH3:5])([CH3:4])[CH3:3]. The yield is 0.780.